The task is: Predict the reaction yield, written as a fraction of the theoretical maximum amount of product (1.0 means a 100% yield; for example, 0.34 means a 34% yield).. This data is from Reaction yield outcomes from USPTO patents with 853,638 reactions. (1) The reactants are [CH2:1](Br)[CH:2]([CH3:4])[CH3:3].C(=O)([O-])[O-].[K+].[K+].[Cl:12][C:13]1[N:21]=[C:20]2[C:16]([N:17]=[CH:18][NH:19]2)=[C:15]([N:22]2[CH2:27][CH2:26][O:25][CH2:24][CH2:23]2)[N:14]=1. The catalyst is CN(C)C=O. The product is [Cl:12][C:13]1[N:21]=[C:20]2[C:16]([N:17]=[CH:18][N:19]2[CH2:1][CH:2]([CH3:4])[CH3:3])=[C:15]([N:22]2[CH2:23][CH2:24][O:25][CH2:26][CH2:27]2)[N:14]=1. The yield is 1.00. (2) The reactants are [Cl:1][C:2]1[CH:6]=[N:5][N:4]([CH3:7])[C:3]=1[C:8]1[CH:9]=[C:10]([NH2:16])[CH:11]=[CH:12][C:13]=1[O:14][CH3:15].[F:17][C:18]1[CH:19]=[C:20]([N:25]=[C:26]=[O:27])[CH:21]=[CH:22][C:23]=1[F:24]. No catalyst specified. The product is [Cl:1][C:2]1[CH:6]=[N:5][N:4]([CH3:7])[C:3]=1[C:8]1[CH:9]=[C:10]([NH:16][C:26]([NH:25][C:20]2[CH:21]=[CH:22][C:23]([F:24])=[C:18]([F:17])[CH:19]=2)=[O:27])[CH:11]=[CH:12][C:13]=1[O:14][CH3:15]. The yield is 0.340. (3) The product is [CH2:1]([NH:8][C:9]1[CH:17]=[C:16]([N:18]2[CH2:19][CH2:20][N:21]([C:24](=[O:31])[C:25]3[CH:26]=[CH:27][CH:28]=[CH:29][CH:30]=3)[CH2:22][CH2:23]2)[CH:15]=[CH:14][C:10]=1[C:11]([N:34]([CH2:35][CH3:36])[CH2:32][CH3:33])=[O:13])[C:44]1[CH:49]=[CH:48][CH:47]=[CH:46][CH:45]=1. The catalyst is C1COCC1. The reactants are [CH2:1]([NH:8][C:9]1[CH:17]=[C:16]([N:18]2[CH2:23][CH2:22][N:21]([C:24](=[O:31])[C:25]3[CH:30]=[CH:29][CH:28]=[CH:27][CH:26]=3)[CH2:20][CH2:19]2)[CH:15]=[CH:14][C:10]=1[C:11]([OH:13])=O)C1C=CC=CC=1.[CH2:32]([NH:34][CH2:35][CH3:36])[CH3:33].C(N(CC)CC)C.[C:44]1(P(N=[N+]=[N-])([C:44]2[CH:49]=[CH:48][CH:47]=[CH:46][CH:45]=2)=O)[CH:49]=[CH:48][CH:47]=[CH:46][CH:45]=1. The yield is 0.220. (4) The reactants are [NH2:1][C:2]1[N:7]=[CH:6][N:5]=[C:4]2[N:8]([CH2:25][C@H:26]3[CH2:30][CH2:29][CH2:28][N:27]3[C:31](=[O:35])[CH2:32][C:33]#[N:34])[N:9]=[C:10]([C:11]3[CH:16]=[CH:15][C:14]([O:17][C:18]4[CH:23]=[CH:22][CH:21]=[CH:20][C:19]=4[F:24])=[CH:13][CH:12]=3)[C:3]=12.N1[CH2:41][CH2:40][CH2:39][CH2:38]C1.C1(C=O)CC1. The catalyst is CO. The product is [NH2:1][C:2]1[N:7]=[CH:6][N:5]=[C:4]2[N:8]([CH2:25][C@H:26]3[CH2:30][CH2:29][CH2:28][N:27]3[C:31]([C:32](=[CH:38][CH:39]3[CH2:41][CH2:40]3)[C:33]#[N:34])=[O:35])[N:9]=[C:10]([C:11]3[CH:16]=[CH:15][C:14]([O:17][C:18]4[CH:23]=[CH:22][CH:21]=[CH:20][C:19]=4[F:24])=[CH:13][CH:12]=3)[C:3]=12. The yield is 0.320. (5) The yield is 0.380. The reactants are [Si]([O:8][C:9]1[CH:14]=[CH:13][C:12]([Cl:15])=[CH:11][C:10]=1[CH:16]1[CH2:19][N:18]([C:20]([O:22][C:23]([CH3:26])([CH3:25])[CH3:24])=[O:21])[CH2:17]1)(C(C)(C)C)(C)C.[F-].C[N+](C)(C)C. The catalyst is O1CCCC1. The product is [Cl:15][C:12]1[CH:13]=[CH:14][C:9]([OH:8])=[C:10]([CH:16]2[CH2:17][N:18]([C:20]([O:22][C:23]([CH3:25])([CH3:24])[CH3:26])=[O:21])[CH2:19]2)[CH:11]=1. (6) The reactants are [CH:1]([O:4][C:5]1([C:8]2[CH:13]=[CH:12][C:11]([C:14]#[C:15][C:16]3[CH:21]=[CH:20][C:19]([CH2:22][C:23]([O:25]C)=[O:24])=[CH:18][CH:17]=3)=[CH:10][CH:9]=2)[CH2:7][CH2:6]1)([CH3:3])[CH3:2].[OH-].[Na+]. The catalyst is C(O)C.O1CCCC1. The product is [CH:1]([O:4][C:5]1([C:8]2[CH:13]=[CH:12][C:11]([C:14]#[C:15][C:16]3[CH:21]=[CH:20][C:19]([CH2:22][C:23]([OH:25])=[O:24])=[CH:18][CH:17]=3)=[CH:10][CH:9]=2)[CH2:7][CH2:6]1)([CH3:3])[CH3:2]. The yield is 0.560.